This data is from Peptide-MHC class I binding affinity with 185,985 pairs from IEDB/IMGT. The task is: Regression. Given a peptide amino acid sequence and an MHC pseudo amino acid sequence, predict their binding affinity value. This is MHC class I binding data. (1) The peptide sequence is SRTPSGKRL. The MHC is HLA-B39:01 with pseudo-sequence HLA-B39:01. The binding affinity (normalized) is 0.0847. (2) The peptide sequence is KMTFLFPNL. The MHC is HLA-A02:01 with pseudo-sequence HLA-A02:01. The binding affinity (normalized) is 0.618. (3) The peptide sequence is KVFDKSLLY. The MHC is HLA-A69:01 with pseudo-sequence HLA-A69:01. The binding affinity (normalized) is 0.0847. (4) The peptide sequence is KSDLQPPNY. The MHC is HLA-A11:01 with pseudo-sequence HLA-A11:01. The binding affinity (normalized) is 0.0847. (5) The peptide sequence is HECFVKRVDW. The MHC is HLA-B44:03 with pseudo-sequence HLA-B44:03. The binding affinity (normalized) is 0.517. (6) The MHC is HLA-A02:11 with pseudo-sequence HLA-A02:11. The binding affinity (normalized) is 1.00. The peptide sequence is NVWATHACV. (7) The peptide sequence is FMGVIYIMI. The MHC is HLA-A68:02 with pseudo-sequence HLA-A68:02. The binding affinity (normalized) is 0.149.